Dataset: Full USPTO retrosynthesis dataset with 1.9M reactions from patents (1976-2016). Task: Predict the reactants needed to synthesize the given product. (1) Given the product [C:1]([O:5][C:6]([N:8]1[CH2:15][C:14]([CH2:17][CH2:18][CH3:19])([CH3:16])[CH2:13][C@H:9]1[C:10]([OH:12])=[O:11])=[O:7])([CH3:4])([CH3:3])[CH3:2], predict the reactants needed to synthesize it. The reactants are: [C:1]([O:5][C:6]([N:8]1[CH2:15][C:14]([CH2:17][CH:18]=[CH2:19])([CH3:16])[CH2:13][C@H:9]1[C:10]([OH:12])=[O:11])=[O:7])([CH3:4])([CH3:3])[CH3:2]. (2) Given the product [CH3:36][O:35][CH2:34][CH2:33][C:18]1[C:17]([CH2:16][O:15][C:12]2[CH:13]=[CH:14][C:9]([O:8][C:5]([CH3:6])([CH3:7])[C:4]([OH:38])=[O:3])=[C:10]([CH3:37])[CH:11]=2)=[CH:22][N:21]=[C:20]([C:23]2[CH:24]=[N:25][C:26]([C:29]([F:32])([F:30])[F:31])=[CH:27][CH:28]=2)[N:19]=1, predict the reactants needed to synthesize it. The reactants are: C([O:3][C:4](=[O:38])[C:5]([O:8][C:9]1[CH:14]=[CH:13][C:12]([O:15][CH2:16][C:17]2[C:18]([CH2:33][CH2:34][O:35][CH3:36])=[N:19][C:20]([C:23]3[CH:24]=[N:25][C:26]([C:29]([F:32])([F:31])[F:30])=[CH:27][CH:28]=3)=[N:21][CH:22]=2)=[CH:11][C:10]=1[CH3:37])([CH3:7])[CH3:6])C.[Li+].[OH-]. (3) The reactants are: [Br:1][C:2]1[CH:7]=[CH:6][C:5]([OH:8])=[C:4]([F:9])[CH:3]=1.[C:10]([O:14][C:15]([N:17]1[CH2:23][CH2:22][CH2:21][C@H:18]1[CH2:19]O)=[O:16])([CH3:13])([CH3:12])[CH3:11].C1C=CC(P(C2C=CC=CC=2)C2C=CC=CC=2)=CC=1.CC(OC(/N=N/C(OC(C)C)=O)=O)C. Given the product [Br:1][C:2]1[CH:7]=[CH:6][C:5]([O:8][CH2:19][CH:18]2[CH2:21][CH2:22][CH2:23][N:17]2[C:15]([O:14][C:10]([CH3:11])([CH3:13])[CH3:12])=[O:16])=[C:4]([F:9])[CH:3]=1, predict the reactants needed to synthesize it.